This data is from Forward reaction prediction with 1.9M reactions from USPTO patents (1976-2016). The task is: Predict the product of the given reaction. Given the reactants C[O:2][C:3](=[O:30])[CH2:4][CH2:5][S:6][CH2:7][C@@H:8]1[C:16]2[C:11](=[CH:12][CH:13]=[CH:14][CH:15]=2)[CH2:10][C@H:9]1[NH:17][C:18]([C:20]1[NH:24][C:23]2[C:25]([Cl:29])=[C:26]([Cl:28])[S:27][C:22]=2[CH:21]=1)=[O:19].[OH-].[Na+], predict the reaction product. The product is: [Cl:28][C:26]1[S:27][C:22]2[CH:21]=[C:20]([C:18]([NH:17][C@@H:9]3[CH2:10][C:11]4[C:16](=[CH:15][CH:14]=[CH:13][CH:12]=4)[C@H:8]3[CH2:7][S:6][CH2:5][CH2:4][C:3]([OH:30])=[O:2])=[O:19])[NH:24][C:23]=2[C:25]=1[Cl:29].